Dataset: NCI-60 drug combinations with 297,098 pairs across 59 cell lines. Task: Regression. Given two drug SMILES strings and cell line genomic features, predict the synergy score measuring deviation from expected non-interaction effect. (1) Drug 2: CCC1(CC2CC(C3=C(CCN(C2)C1)C4=CC=CC=C4N3)(C5=C(C=C6C(=C5)C78CCN9C7C(C=CC9)(C(C(C8N6C)(C(=O)OC)O)OC(=O)C)CC)OC)C(=O)OC)O.OS(=O)(=O)O. Drug 1: CC1OCC2C(O1)C(C(C(O2)OC3C4COC(=O)C4C(C5=CC6=C(C=C35)OCO6)C7=CC(=C(C(=C7)OC)O)OC)O)O. Synergy scores: CSS=56.7, Synergy_ZIP=-3.81, Synergy_Bliss=-4.91, Synergy_Loewe=-3.07, Synergy_HSA=-1.94. Cell line: U251. (2) Drug 1: C1CCN(CC1)CCOC2=CC=C(C=C2)C(=O)C3=C(SC4=C3C=CC(=C4)O)C5=CC=C(C=C5)O. Drug 2: C1CC(C1)(C(=O)O)C(=O)O.[NH2-].[NH2-].[Pt+2]. Cell line: MCF7. Synergy scores: CSS=28.5, Synergy_ZIP=-6.19, Synergy_Bliss=-3.68, Synergy_Loewe=3.07, Synergy_HSA=3.58.